Task: Predict the reaction yield, written as a fraction of the theoretical maximum amount of product (1.0 means a 100% yield; for example, 0.34 means a 34% yield).. Dataset: Reaction yield outcomes from USPTO patents with 853,638 reactions (1) The reactants are [CH:1]1[C:2]([C:10]([O:12][CH2:13][CH3:14])=[O:11])=[CH:3][N:4]2[C:9]=1[CH:8]=[CH:7][CH:6]=[CH:5]2.[C:15]([O-])(=[O:17])[CH3:16].[Na+]. The catalyst is C(OC(=O)C)(=O)C.CCOC(C)=O. The product is [C:15]([C:3]1[N:4]2[C:9]([CH:8]=[CH:7][CH:6]=[CH:5]2)=[CH:1][C:2]=1[C:10]([O:12][CH2:13][CH3:14])=[O:11])(=[O:17])[CH3:16]. The yield is 0.730. (2) The reactants are C([O:8][C:9]1[CH:27]=[C:26]([CH2:28][CH3:29])[CH:25]=[CH:24][C:10]=1[O:11][C:12]1[CH:17]=[CH:16][C:15]([NH:18][CH2:19][CH2:20][CH2:21][OH:22])=[CH:14][C:13]=1[F:23])C1C=CC=CC=1.C([O-])=O.[NH4+]. The catalyst is C(O)C.[OH-].[OH-].[Pd+2]. The product is [CH2:28]([C:26]1[CH:25]=[CH:24][C:10]([O:11][C:12]2[CH:17]=[CH:16][C:15]([NH:18][CH2:19][CH2:20][CH2:21][OH:22])=[CH:14][C:13]=2[F:23])=[C:9]([OH:8])[CH:27]=1)[CH3:29]. The yield is 0.453. (3) The reactants are [CH2:1]1[C:3]2([CH2:7][CH:6]([N:8]([CH2:16][CH2:17][CH2:18][O:19][C:20]3[CH:29]=[C:28]4[C:23]([C:24]([O:30][C:31]5[CH:32]=[CH:33][C:34]([NH:37][C:38]([C:40]6[C:41](=[O:53])[N:42]([C:47]7[CH:52]=[CH:51][CH:50]=[CH:49][CH:48]=7)[N:43]([CH3:46])[C:44]=6[CH3:45])=[O:39])=[N:35][CH:36]=5)=[CH:25][CH:26]=[N:27]4)=[CH:22][CH:21]=3)C(OC(C)(C)C)=O)[CH2:5][O:4]2)[CH2:2]1.Cl.C1COCC1.C([O-])(O)=O.[Na+]. The catalyst is C1COCC1. The product is [CH2:2]1[C:3]2([CH2:7][CH:6]([NH:8][CH2:16][CH2:17][CH2:18][O:19][C:20]3[CH:29]=[C:28]4[C:23]([C:24]([O:30][C:31]5[CH:32]=[CH:33][C:34]([NH:37][C:38]([C:40]6[C:41](=[O:53])[N:42]([C:47]7[CH:52]=[CH:51][CH:50]=[CH:49][CH:48]=7)[N:43]([CH3:46])[C:44]=6[CH3:45])=[O:39])=[N:35][CH:36]=5)=[CH:25][CH:26]=[N:27]4)=[CH:22][CH:21]=3)[CH2:5][O:4]2)[CH2:1]1. The yield is 0.690. (4) The reactants are [Si:1]([O:8][CH2:9][C@H:10]([CH2:26][CH2:27][CH2:28][OH:29])[CH2:11][C@H:12]1[CH2:16][O:15][C:14]([CH3:18])([CH3:17])[N:13]1[C:19]([O:21][C:22]([CH3:25])([CH3:24])[CH3:23])=[O:20])([C:4]([CH3:7])([CH3:6])[CH3:5])([CH3:3])[CH3:2].CCN(CC)CC.[CH3:37][S:38](Cl)(=[O:40])=[O:39]. The catalyst is C(Cl)Cl. The product is [Si:1]([O:8][CH2:9][C@H:10]([CH2:26][CH2:27][CH2:28][O:29][S:38]([CH3:37])(=[O:40])=[O:39])[CH2:11][C@H:12]1[CH2:16][O:15][C:14]([CH3:18])([CH3:17])[N:13]1[C:19]([O:21][C:22]([CH3:25])([CH3:24])[CH3:23])=[O:20])([C:4]([CH3:7])([CH3:6])[CH3:5])([CH3:3])[CH3:2]. The yield is 1.00. (5) The reactants are [Si]([O:8][CH:9]1[CH2:14][CH2:13][N:12]([C:15]2[N:20]=[C:19]([C:21]([NH:23][C:24]3[C:34]([CH3:35])=[CH:33][C:27]([C:28]([O:30][CH2:31][CH3:32])=[O:29])=[CH:26][C:25]=3[CH3:36])=[O:22])[C:18]([CH3:37])=[CH:17][CH:16]=2)[CH2:11][CH2:10]1)(C(C)(C)C)(C)C.[N+](CCCC)(CCCC)(CCCC)CCCC.[F-]. The catalyst is C1COCC1. The product is [OH:8][CH:9]1[CH2:14][CH2:13][N:12]([C:15]2[N:20]=[C:19]([C:21]([NH:23][C:24]3[C:25]([CH3:36])=[CH:26][C:27]([C:28]([O:30][CH2:31][CH3:32])=[O:29])=[CH:33][C:34]=3[CH3:35])=[O:22])[C:18]([CH3:37])=[CH:17][CH:16]=2)[CH2:11][CH2:10]1. The yield is 0.833. (6) The reactants are Cl[C:2]1[N:7]2[N:8]=[C:9]([CH3:11])[CH:10]=[C:6]2[N:5]=[C:4]([NH:12][C:13](=[O:25])[C:14]2[CH:19]=[CH:18][C:17]([O:20][C:21]([F:24])([F:23])[F:22])=[CH:16][CH:15]=2)[CH:3]=1.Cl.[NH:27]1[CH2:32][CH2:31][CH:30]([NH:33][C:34](=[O:36])[CH3:35])[CH2:29][CH2:28]1.C(N(CC)C(C)C)(C)C. The catalyst is CN(C=O)C.CS(C)=O.CO. The product is [C:34]([NH:33][CH:30]1[CH2:31][CH2:32][N:27]([C:2]2[N:7]3[N:8]=[C:9]([CH3:11])[CH:10]=[C:6]3[N:5]=[C:4]([NH:12][C:13](=[O:25])[C:14]3[CH:19]=[CH:18][C:17]([O:20][C:21]([F:24])([F:23])[F:22])=[CH:16][CH:15]=3)[CH:3]=2)[CH2:28][CH2:29]1)(=[O:36])[CH3:35]. The yield is 0.350.